From a dataset of Forward reaction prediction with 1.9M reactions from USPTO patents (1976-2016). Predict the product of the given reaction. (1) Given the reactants Br[C:2]1[C:11]2[C:6](=[CH:7][C:8]([C:12]([O:14][CH3:15])=[O:13])=[CH:9][CH:10]=2)[C:5]([C:16]2[C:21]([F:22])=[CH:20][C:19]([F:23])=[CH:18][C:17]=2[F:24])=[N:4][CH:3]=1.[CH3:25][N:26]1CCCC1=O, predict the reaction product. The product is: [C:25]([C:2]1[C:11]2[C:6](=[CH:7][C:8]([C:12]([O:14][CH3:15])=[O:13])=[CH:9][CH:10]=2)[C:5]([C:16]2[C:21]([F:22])=[CH:20][C:19]([F:23])=[CH:18][C:17]=2[F:24])=[N:4][CH:3]=1)#[N:26]. (2) Given the reactants [Cl:1][C:2]1[C:7]([N:8]2[CH2:13][CH2:12][CH:11]([OH:14])[CH2:10][CH2:9]2)=[CH:6][C:5]([C:15]#[N:16])=[CH:4][C:3]=1[NH:17][C:18]1[N:23]=[C:22]([N:24]([CH:34]2[CH2:36][CH2:35]2)[CH2:25][C:26]2[CH:31]=[CH:30][C:29]([O:32][CH3:33])=[CH:28][CH:27]=2)[C:21]2=[N:37][CH:38]=[C:39]([C:40]#[N:41])[N:20]2[N:19]=1.CC(OI1(OC(C)=O)(OC(C)=O)OC(=O)C2C=CC=CC1=2)=O, predict the reaction product. The product is: [Cl:1][C:2]1[C:7]([N:8]2[CH2:9][CH2:10][C:11](=[O:14])[CH2:12][CH2:13]2)=[CH:6][C:5]([C:15]#[N:16])=[CH:4][C:3]=1[NH:17][C:18]1[N:23]=[C:22]([N:24]([CH:34]2[CH2:35][CH2:36]2)[CH2:25][C:26]2[CH:27]=[CH:28][C:29]([O:32][CH3:33])=[CH:30][CH:31]=2)[C:21]2=[N:37][CH:38]=[C:39]([C:40]#[N:41])[N:20]2[N:19]=1. (3) Given the reactants [NH2:1][C@@H:2]([CH3:15])[C@H:3]([NH:7][C:8]([O:10][C:11]([CH3:14])([CH3:13])[CH3:12])=[O:9])[C:4]([OH:6])=[O:5].CS(C)=O.F[C:21]1[CH:22]=[C:23]([CH:26]=[CH:27][C:28]=1[N+:29]([O-:31])=[O:30])[C:24]#[N:25].C(=O)(O)[O-].[Na+], predict the reaction product. The product is: [C:11]([O:10][C:8]([NH:7][C@@H:3]([C@@H:2]([NH:1][C:21]1[CH:22]=[C:23]([C:24]#[N:25])[CH:26]=[CH:27][C:28]=1[N+:29]([O-:31])=[O:30])[CH3:15])[C:4]([OH:6])=[O:5])=[O:9])([CH3:14])([CH3:13])[CH3:12]. (4) Given the reactants I[CH2:2][CH2:3][C:4]([C:7]([O:10][C:11]([C:14]([S:17]([F:20])(=[O:19])=[O:18])([F:16])[F:15])([F:13])[F:12])([F:9])[F:8])([F:6])[F:5].N(CC)(CC)CC.OS(O)(=O)=O, predict the reaction product. The product is: [CH2:2]=[CH:3][C:4]([C:7]([O:10][C:11]([C:14]([S:17]([F:20])(=[O:19])=[O:18])([F:15])[F:16])([F:12])[F:13])([F:9])[F:8])([F:6])[F:5]. (5) Given the reactants B.O1CCCC1.[N+:7]([C:10]1[CH:11]=[C:12]([CH:16]=[CH:17][C:18]=1[N+:19]([O-:21])=[O:20])[C:13](O)=[O:14])([O-:9])=[O:8], predict the reaction product. The product is: [N+:7]([C:10]1[CH:11]=[C:12]([CH2:13][OH:14])[CH:16]=[CH:17][C:18]=1[N+:19]([O-:21])=[O:20])([O-:9])=[O:8].